Dataset: Forward reaction prediction with 1.9M reactions from USPTO patents (1976-2016). Task: Predict the product of the given reaction. (1) Given the reactants I[C:2]1[CH:3]=[CH:4][C:5]2[N:6]([CH:8]=[CH:9][N:10]=2)[CH:7]=1.CN(C)C=O.C(=O)([O-])O.[Na+].[NH:21]1[CH:25]=[C:24](B(O)O)[CH:23]=[N:22]1, predict the reaction product. The product is: [NH:21]1[CH:25]=[C:24]([C:2]2[CH:3]=[CH:4][C:5]3[N:6]([CH:8]=[CH:9][N:10]=3)[CH:7]=2)[CH:23]=[N:22]1. (2) Given the reactants [CH2:1]([NH:8][CH2:9][C@@H:10]([OH:12])[CH3:11])[C:2]1[CH:7]=[CH:6][CH:5]=[CH:4][CH:3]=1.[CH2:13]([O:20][CH2:21][CH2:22]Br)[C:14]1[CH:19]=[CH:18][CH:17]=[CH:16][CH:15]=1.C(=O)([O-])[O-].[K+].[K+], predict the reaction product. The product is: [OH:12][C@@H:10]([CH3:11])[CH2:9][N:8]([CH2:1][C:2]1[CH:7]=[CH:6][CH:5]=[CH:4][CH:3]=1)[CH2:22][CH2:21][O:20][CH2:13][C:14]1[CH:19]=[CH:18][CH:17]=[CH:16][CH:15]=1. (3) The product is: [Br:21][C:22]1[CH:27]=[CH:26][C:25]([OH:28])=[C:24]([C:9]2([CH3:8])[CH2:14][CH2:13][CH2:12][CH2:11][CH2:10]2)[CH:23]=1. Given the reactants C(OC(=O)C)(=O)C.[CH3:8][C:9]1(O)[CH2:14][CH2:13][CH2:12][CH2:11][CH2:10]1.OS(O)(=O)=O.[Br:21][C:22]1[CH:27]=[CH:26][C:25]([OH:28])=[CH:24][CH:23]=1, predict the reaction product. (4) Given the reactants [OH-].[Na+].[CH3:3][O:4][C:5]1[CH:10]=[C:9]([CH3:11])[C:8]([S:12]([N:15]2[C:23]3[C:18](=[CH:19][CH:20]=[CH:21][CH:22]=3)[CH2:17][C@H:16]2[CH2:24][OH:25])(=[O:14])=[O:13])=[C:7]([CH3:26])[CH:6]=1.[C:27]([O:31][C:32](=[O:35])[CH2:33]Br)([CH3:30])([CH3:29])[CH3:28], predict the reaction product. The product is: [CH3:3][O:4][C:5]1[CH:6]=[C:7]([CH3:26])[C:8]([S:12]([N:15]2[C:23]3[C:18](=[CH:19][CH:20]=[CH:21][CH:22]=3)[CH2:17][C@H:16]2[CH2:24][O:25][CH2:33][C:32]([O:31][C:27]([CH3:30])([CH3:29])[CH3:28])=[O:35])(=[O:13])=[O:14])=[C:9]([CH3:11])[CH:10]=1. (5) Given the reactants [H-].[Na+].[N+:3]([C:6]1[C:15]2[C:10](=[CH:11][CH:12]=[CH:13][CH:14]=2)[C:9]([NH2:16])=[CH:8][CH:7]=1)([O-:5])=[O:4].[C:17](O[C:17]([O:19][C:20]([CH3:23])([CH3:22])[CH3:21])=[O:18])([O:19][C:20]([CH3:23])([CH3:22])[CH3:21])=[O:18], predict the reaction product. The product is: [C:20]([O:19][C:17]([NH:16][C:9]1[C:10]2[C:15](=[CH:14][CH:13]=[CH:12][CH:11]=2)[C:6]([N+:3]([O-:5])=[O:4])=[CH:7][CH:8]=1)=[O:18])([CH3:23])([CH3:22])[CH3:21].